Dataset: Catalyst prediction with 721,799 reactions and 888 catalyst types from USPTO. Task: Predict which catalyst facilitates the given reaction. (1) Reactant: [N+:1]([C:4]1[CH:8]=[CH:7][NH:6][N:5]=1)([O-:3])=[O:2].[H-].[Na+].[C:11]([O:15][C:16](=[O:26])[NH:17][C:18]1[CH:23]=[CH:22][CH:21]=[C:20]([CH2:24]Br)[CH:19]=1)([CH3:14])([CH3:13])[CH3:12]. Product: [C:11]([O:15][C:16](=[O:26])[NH:17][C:18]1[CH:23]=[CH:22][CH:21]=[C:20]([CH2:24][N:6]2[CH:7]=[CH:8][C:4]([N+:1]([O-:3])=[O:2])=[N:5]2)[CH:19]=1)([CH3:14])([CH3:13])[CH3:12]. The catalyst class is: 42. (2) Reactant: [C:1]1([C:7](=[O:15])[CH2:8][C:9]2[CH:14]=[CH:13][N:12]=[CH:11][CH:10]=2)[CH:6]=[CH:5][CH:4]=[CH:3][CH:2]=1.[BrH:16].BrBr. Product: [Br:16][CH:8]([C:9]1[CH:10]=[CH:11][N:12]=[CH:13][CH:14]=1)[C:7]([C:1]1[CH:6]=[CH:5][CH:4]=[CH:3][CH:2]=1)=[O:15]. The catalyst class is: 15. (3) Reactant: [CH3:1][S:2][C:3]1[N:8]=[C:7]([C:9]2[C:10]([NH2:14])=[N:11][NH:12][CH:13]=2)[CH:6]=[CH:5][N:4]=1.I[CH:16]([CH3:18])[CH3:17].C[O-].[Na+]. Product: [CH:16]([N:12]1[CH:13]=[C:9]([C:7]2[CH:6]=[CH:5][N:4]=[C:3]([S:2][CH3:1])[N:8]=2)[C:10]([NH2:14])=[N:11]1)([CH3:18])[CH3:17]. The catalyst class is: 1.